From a dataset of Peptide-MHC class II binding affinity with 134,281 pairs from IEDB. Regression. Given a peptide amino acid sequence and an MHC pseudo amino acid sequence, predict their binding affinity value. This is MHC class II binding data. (1) The peptide sequence is TYGDKWLDAKSTWYG. The MHC is DRB5_0101 with pseudo-sequence DRB5_0101. The binding affinity (normalized) is 0.176. (2) The peptide sequence is EKVDAAFKVAATAAN. The MHC is HLA-DPA10103-DPB10301 with pseudo-sequence HLA-DPA10103-DPB10301. The binding affinity (normalized) is 0.195. (3) The peptide sequence is PQQPFPQQPQQPYPQ. The MHC is HLA-DQA10401-DQB10402 with pseudo-sequence HLA-DQA10401-DQB10402. The binding affinity (normalized) is 0.0968. (4) The MHC is DRB1_0101 with pseudo-sequence DRB1_0101. The binding affinity (normalized) is 0.0821. The peptide sequence is CDDPRFQDSSSSKAPPPSLPS. (5) The peptide sequence is YDNDNPYRTWHYCGS. The MHC is HLA-DQA10103-DQB10603 with pseudo-sequence HLA-DQA10103-DQB10603. The binding affinity (normalized) is 0. (6) The peptide sequence is TGSEELRSLYNTVATL. The MHC is DRB1_0101 with pseudo-sequence DRB1_0101. The binding affinity (normalized) is 0.574. (7) The peptide sequence is TAVAKCNEKHDEEFC. The MHC is DRB1_0802 with pseudo-sequence DRB1_0802. The binding affinity (normalized) is 0.0173. (8) The peptide sequence is KQQVIAELYEKFFRI. The MHC is HLA-DPA10201-DPB10501 with pseudo-sequence HLA-DPA10201-DPB10501. The binding affinity (normalized) is 0.860. (9) The peptide sequence is SQWGWCGSTDEYCSP. The MHC is DRB1_1501 with pseudo-sequence DRB1_1501. The binding affinity (normalized) is 0.0608. (10) The peptide sequence is VSWVMKIGIGVLLTW. The MHC is DRB1_0401 with pseudo-sequence DRB1_0401. The binding affinity (normalized) is 0.586.